This data is from Forward reaction prediction with 1.9M reactions from USPTO patents (1976-2016). The task is: Predict the product of the given reaction. Given the reactants Cl.[CH2:2]([C@:9]12[C:22]3[C:17](=[CH:18][C:19]([C:23]([O:25][CH3:26])=[O:24])=[CH:20][CH:21]=3)[CH:16]=[CH:15][C@H:14]1[CH2:13][C:12]1(OCC[O:27]1)[CH2:11][CH2:10]2)[C:3]1[CH:8]=[CH:7][CH:6]=[CH:5][CH:4]=1.C1COCC1, predict the reaction product. The product is: [CH2:2]([C@@:9]12[CH2:10][CH2:11][C:12](=[O:27])[CH2:13][C@@H:14]1[CH:15]=[CH:16][C:17]1[CH:18]=[C:19]([C:23]([O:25][CH3:26])=[O:24])[CH:20]=[CH:21][C:22]2=1)[C:3]1[CH:4]=[CH:5][CH:6]=[CH:7][CH:8]=1.